From a dataset of Serine/threonine kinase 33 screen with 319,792 compounds. Binary Classification. Given a drug SMILES string, predict its activity (active/inactive) in a high-throughput screening assay against a specified biological target. (1) The molecule is S(=O)(=O)(N1CCN(CC1)C)c1ccc(NC(=O)c2cc(OC)ccc2)cc1. The result is 0 (inactive). (2) The drug is S(Cc1noc(C(=O)NCC2OCCC2)c1C(O)=O)c1ccc(C(C)C)cc1. The result is 0 (inactive). (3) The compound is O=C1N(C(C)C(=O)Nc2ncccc2C)C(=O)c2c1cccc2. The result is 0 (inactive). (4) The molecule is O1CCN(CC1)C(=O)COc1c(OC)cc(C(=O)N(Cc2ccc(OC)cc2)C)cc1. The result is 0 (inactive). (5) The molecule is Brc1sc(/C=C\C(=O)N(CC(=O)Nc2cc(F)ccc2)C)cc1. The result is 0 (inactive). (6) The molecule is Clc1cc(Nc2nc(nc3n(C(C)C)cnc23)NCCCO)ccc1. The result is 1 (active). (7) The molecule is Brc1oc(C(=O)NCC(=O)NCc2ccc(S(=O)(=O)N)cc2)cc1. The result is 0 (inactive). (8) The molecule is S(=O)(=O)(Nc1ccc(OCC)cc1)c1c(nc2sc(nn2c1=O)CC)C. The result is 0 (inactive). (9) The compound is S(=O)(=O)(N1CCN(CC1)CCNC(=O)C(=O)Nc1cc(c(cc1)C)C)c1ccccc1. The result is 0 (inactive). (10) The compound is S(=O)(=O)(N)c1ccc(NC(=O)CSC=2NC(=O)C(c3ccccc3)C(=O)N2)cc1. The result is 0 (inactive).